Predict the product of the given reaction. From a dataset of Forward reaction prediction with 1.9M reactions from USPTO patents (1976-2016). Given the reactants [PH2]([O-])=O.[Na+].[N+:5]([C:8]1[CH:23]=[CH:22][CH:21]=[CH:20][C:9]=1[O:10][CH2:11][C:12]([C:14]1[CH:19]=[CH:18][CH:17]=[CH:16][CH:15]=1)=O)([O-])=O, predict the reaction product. The product is: [C:14]1([CH:12]2[NH:5][C:8]3[CH:23]=[CH:22][CH:21]=[CH:20][C:9]=3[O:10][CH2:11]2)[CH:19]=[CH:18][CH:17]=[CH:16][CH:15]=1.